This data is from Drug-target binding data from BindingDB using IC50 measurements. The task is: Regression. Given a target protein amino acid sequence and a drug SMILES string, predict the binding affinity score between them. We predict pIC50 (pIC50 = -log10(IC50 in M); higher means more potent). Dataset: bindingdb_ic50. (1) The compound is COc1ccc([C@@H](C)N[C@@H]2CC[C@H](C(=O)N3CCN(c4ccc(Cl)cc4)CC3)[C@@H](c3ccsc3)C2)cc1. The target protein (P49681) has sequence MHNLTLFESGGDNVSCGGSSLGCPNGSSLAPLPLPQPLAVAVPVVYGVICAVGLAGNSAVLYVLLRTPRMKTVTNVFILNLAIADELFTLVLPINIADFLLRRWPFGEVMCKLIVAVDQYNTFSSLYFLAVMSADRYLVVLATAESRRVSGRTYGAARAVSLAVWALVTLVVLPFAVFARLDEEQGRRQCVLVFPQPEAFWWRASRLYTLVLGFAIPVTTICALYTTLLCRLRAIQLDSHAKALDRAKKRVTLLVAAILAVCLLCWTPYHLSTIVALTTDLPQTPLVIGISYFITSLSYANSCLNPFLYAFLDDSFRRSLRQLVSCRSA. The pIC50 is 5.4. (2) The small molecule is O=C(CCCCCC(=O)NN=Cc1ccc(-n2ccnc2)cc1)NO. The target protein sequence is MSNRKKVAYFHDPDIGSYYYGAGHPMKPQRIRMTHSLIVSYNLYKYMEVYRPHKSDVNELTLFHDYEYIDFLSSISLENYREFTYQLKRFNVGEATDCPVFDGLFQFQQSCAGASIDGASKLNHHCADICVNWSGGLHHAKMSEASGFCYINDIVLGILELLKYHARVMYIDIDVHHGDGVEEAFYVTHRVMTVSFHKFGDYFPGTGDITDVGVNHGKYYSVNVPLNDGMTDDAFVDLFKVVIDKCVQTYRPGAIIIQCGADSLTGDRLGRFNLTIKGHARCVEHVRSYNIPLLVLGGGGYTIRNVSRCWAYETGVVLNKHHEMPDQISLNDYYDYYAPDFQLHLQPSNIPNYNSPEHLSRIKMKIAENLRHIEHAPGVQFSYVPPDFFNSDIDDESDKNQYELKDDSGGGRAPGTRAKEHSTTHHLRRKNYDDDFFDLSDRDQSIVPY. The pIC50 is 7.8. (3) The drug is Nc1ccc2c3c1C(=O)OC3(O)c1ccccc1C2=O. The target protein (P43250) has sequence MELENIVANTVLLKAREGGGGNRKGKSKKWRQMLQFPHISQCEELRLSLERDYHSLCERQPIGRLLFREFCATRPELSRCVAFLDGVAEYEVTPDDKRKACGRQLTQNFLSHTGPDLIPEVPRQLVTNCTQRLEQGPCKDLFQELTRLTHEYLSVAPFADYLDSIYFNRFLQWKWLERQPVTKNTFRQYRVLGKGGFGEVCACQVRATGKMYACKKLEKKRIKKRKGEAMALNEKQILEKVNSRFVVSLAYAYETKDALCLVLTLMNGGDLKFHIYHMGQAGFPEARAVFYAAEICCGLEDLHRERIVYRDLKPENILLDDHGHIRISDLGLAVHVPEGQTIKGRVGTVGYMAPEVVKNERYTFSPDWWALGCLLYEMIAGQSPFQQRKKKIKREEVERLVKEVPEEYSERFSPQARSLCSQLLCKDPAERLGCRGGSAREVKEHPLFKKLNFKRLGAGMLEPPFKPDPQAIYCKDVLDIEQFSTVKGVELEPTDQDFYQ.... The pIC50 is 4.3. (4) The compound is N#C[C@@H]1CCCCN1C(=O)CNC(=O)c1ccccc1. The target protein (P97321) has sequence MKTWLKTVFGVTTLAALALVVICIVLRPSRVYKPEGNTKRALTLKDILNGTFSYKTYFPNWISEQEYLHQSEDDNIVFYNIETRESYIILSNSTMKSVNATDYGLSPDRQFVYLESDYSKLWRYSYTATYYIYDLQNGEFVRGYELPRPIQYLCWSPVGSKLAYVYQNNIYLKQRPGDPPFQITYTGRENRIFNGIPDWVYEEEMLATKYALWWSPDGKFLAYVEFNDSDIPIIAYSYYGDGQYPRTINIPYPKAGAKNPVVRVFIVDTTYPHHVGPMEVPVPEMIASSDYYFSWLTWVSSERVCLQWLKRVQNVSVLSICDFREDWHAWECPKNQEHVEESRTGWAGGFFVSTPAFSQDATSYYKIFSDKDGYKHIHYIKDTVENAIQITSGKWEAIYIFRVTQDSLFYSSNEFEGYPGRRNIYRISIGNSPPSKKCVTCHLRKERCQYYTASFSYKAKYYALVCYGPGLPISTLHDGRTDQEIQVLEENKELENSLRN.... The pIC50 is 4.0. (5) The compound is Cc1cccc(COC(=O)c2cccc(=S)[nH]2)c1. The target protein (P03956) has sequence MHSFPPLLLLLFWGVVSHSFPATLETQEQDVDLVQKYLEKYYNLKNDGRQVEKRRNSGPVVEKLKQMQEFFGLKVTGKPDAETLKVMKQPRCGVPDVAQFVLTEGNPRWEQTHLTYRIENYTPDLPRADVDHAIEKAFQLWSNVTPLTFTKVSEGQADIMISFVRGDHRDNSPFDGPGGNLAHAFQPGPGIGGDAHFDEDERWTNNFREYNLHRVAAHELGHSLGLSHSTDIGALMYPSYTFSGDVQLAQDDIDGIQAIYGRSQNPVQPIGPQTPKACDSKLTFDAITTIRGEVMFFKDRFYMRTNPFYPEVELNFISVFWPQLPNGLEAAYEFADRDEVRFFKGNKYWAVQGQNVLHGYPKDIYSSFGFPRTVKHIDAALSEENTGKTYFFVANKYWRYDEYKRSMDPGYPKMIAHDFPGIGHKVDAVFMKDGFFYFFHGTRQYKFDPKTKRILTLQKANSWFNCRKN. The pIC50 is 3.8. (6) The compound is NCC=C=Cc1ccccc1. The target protein (Q9TTK6) has sequence MNQKTTLVLLALAVITIFALVCVLIAGRGGDGGEASQPHYCPSGTPSVQPWTHPGQNQLFADLSREELTAVMSFLTQKLGPDLVDAAQARPSDNCIFSVELQLPPKAAALAHLDRRSPPPAREALAIVFFGGQPQPNVTELVVGPLPQPSYMRDVTVERHGGPLPYYRRPVLLREYLDIDQMIFNRELPQAAGVLHHCCSYKQGGGNLVTMTTAPRGLQSGDRATWFGLYYNISGAGYYLHPVGLELLVDHKALDPAQWTIQKVFFQGRYYESLAQLEEQFEAGRVNVVVIPNNGTGGSWSLKSQVPPGPTPPLQFHPQGTRFSVQGSRVTSSLWTFSFGLGAFSGPRIFDIRFQGERLAYEISLQEAVAIYGGNTPAAMLTRYMDGCFGMGKFATPLTRGVDCPYLATYVDWHFLLESQAPRTLHDAFCVFEQNKGLPLRRHHSDFISQYFGGVVETVLVFRSVSTLLNYDYVWDMVFHPNGAIEVKFHATGYISSAFF.... The pIC50 is 6.0. (7) The compound is Oc1ccc(Nc2nc(-c3cccc(O)c3)cs2)cc1. The target protein (P55072) has sequence MASGADSKGDDLSTAILKQKNRPNRLIVDEAINEDNSVVSLSQPKMDELQLFRGDTVLLKGKKRREAVCIVLSDDTCSDEKIRMNRVVRNNLRVRLGDVISIQPCPDVKYGKRIHVLPIDDTVEGITGNLFEVYLKPYFLEAYRPIRKGDIFLVRGGMRAVEFKVVETDPSPYCIVAPDTVIHCEGEPIKREDEEESLNEVGYDDIGGCRKQLAQIKEMVELPLRHPALFKAIGVKPPRGILLYGPPGTGKTLIARAVANETGAFFFLINGPEIMSKLAGESESNLRKAFEEAEKNAPAIIFIDELDAIAPKREKTHGEVERRIVSQLLTLMDGLKQRAHVIVMAATNRPNSIDPALRRFGRFDREVDIGIPDATGRLEILQIHTKNMKLADDVDLEQVANETHGHVGADLAALCSEAALQAIRKKMDLIDLEDETIDAEVMNSLAVTMDDFRWALSQSNPSALRETVVEVPQVTWEDIGGLEDVKRELQELVQYPVEHP.... The pIC50 is 6.9.